From a dataset of Forward reaction prediction with 1.9M reactions from USPTO patents (1976-2016). Predict the product of the given reaction. (1) Given the reactants [CH2:1]([N:8]1[C:17]2[C:12](=[CH:13][CH:14]=[CH:15][CH:16]=2)[C:11]([CH3:24])([C:18]2[CH:23]=[CH:22][CH:21]=[CH:20][CH:19]=2)[NH:10][C:9]1=[O:25])[C:2]1[CH:7]=[CH:6][CH:5]=[CH:4][CH:3]=1.[H-].[Na+].[CH3:28]I.[NH4+].[Cl-], predict the reaction product. The product is: [CH2:1]([N:8]1[C:17]2[C:12](=[CH:13][CH:14]=[CH:15][CH:16]=2)[C:11]([CH3:24])([C:18]2[CH:19]=[CH:20][CH:21]=[CH:22][CH:23]=2)[N:10]([CH3:28])[C:9]1=[O:25])[C:2]1[CH:3]=[CH:4][CH:5]=[CH:6][CH:7]=1. (2) Given the reactants [NH2:1][C:2]1[CH:10]=[CH:9][C:5]2[N:6]=[CH:7][NH:8][C:4]=2[CH:3]=1.[CH2:11]([O:14][C:15]1[CH:22]=[CH:21][C:18]([CH:19]=O)=[CH:17][CH:16]=1)[CH2:12][CH3:13].[Si](C#N)(C)(C)C.[N:29]1([C:34](N2C=CN=C2)=[O:35])C=CN=[CH:30]1, predict the reaction product. The product is: [NH:6]1[C:5]2[CH:9]=[CH:10][C:2]([N:1]3[CH:19]([C:18]4[CH:21]=[CH:22][C:15]([O:14][CH2:11][CH2:12][CH3:13])=[CH:16][CH:17]=4)[CH2:30][NH:29][C:34]3=[O:35])=[CH:3][C:4]=2[N:8]=[CH:7]1. (3) Given the reactants Cl[C:2]1[N:7]=[C:6]([N:8]2[CH2:16][C:15]3[C:10](=[CH:11][CH:12]=[C:13]([O:17][CH3:18])[CH:14]=3)[CH2:9]2)[CH:5]=[CH:4][N:3]=1.[NH2:19][C:20]1[CH:21]=[C:22]2[C:26](=[CH:27][CH:28]=1)[NH:25][N:24]=[CH:23]2.CCN(C(C)C)C(C)C, predict the reaction product. The product is: [CH3:18][O:17][C:13]1[CH:14]=[C:15]2[C:10](=[CH:11][CH:12]=1)[CH2:9][N:8]([C:6]1[CH:5]=[CH:4][N:3]=[C:2]([NH:19][C:20]3[CH:21]=[C:22]4[C:26](=[CH:27][CH:28]=3)[NH:25][N:24]=[CH:23]4)[N:7]=1)[CH2:16]2. (4) Given the reactants Cl.[NH2:2][C:3]1[CH:4]=[C:5]([CH:21]=[CH:22][CH:23]=1)[CH2:6][NH:7][C:8]1[C:17]2[C:12](=[C:13]([C:18]([NH2:20])=[O:19])[CH:14]=[CH:15][CH:16]=2)[N:11]=[CH:10][N:9]=1.Br[C:25]1[CH:30]=[C:29]([CH3:31])[CH:28]=[CH:27][N:26]=1, predict the reaction product. The product is: [CH3:31][C:29]1[CH:28]=[CH:27][N:26]=[C:25]([NH:2][C:3]2[CH:4]=[C:5]([CH:21]=[CH:22][CH:23]=2)[CH2:6][NH:7][C:8]2[C:17]3[C:12](=[C:13]([C:18]([NH2:20])=[O:19])[CH:14]=[CH:15][CH:16]=3)[N:11]=[CH:10][N:9]=2)[CH:30]=1. (5) Given the reactants [Si]([O:8][C@H:9]([C:23]1[CH:32]=[CH:31][C:30]([OH:33])=[C:29]2[C:24]=1[CH:25]=[CH:26][C:27](=[O:34])[NH:28]2)[CH2:10][NH:11][CH:12]1[CH2:17][CH2:16][N:15]([CH2:18][CH2:19][C:20]([OH:22])=O)[CH2:14][CH2:13]1)(C(C)(C)C)(C)C.CN(C(ON1N=NC2C=CC=NC1=2)=[N+](C)C)C.F[P-](F)(F)(F)(F)F.C(N(CC)CC)C.[CH3:66][C:67]1[CH:68]=[C:69]([CH:72]=[C:73]([CH3:75])[CH:74]=1)[CH2:70][NH2:71], predict the reaction product. The product is: [CH3:66][C:67]1[CH:68]=[C:69]([CH:72]=[C:73]([CH3:75])[CH:74]=1)[CH2:70][NH:71][C:20](=[O:22])[CH2:19][CH2:18][N:15]1[CH2:14][CH2:13][CH:12]([NH:11][CH2:10][C@H:9]([OH:8])[C:23]2[CH:32]=[CH:31][C:30]([OH:33])=[C:29]3[C:24]=2[CH:25]=[CH:26][C:27](=[O:34])[NH:28]3)[CH2:17][CH2:16]1. (6) Given the reactants [NH2:1][C:2]1[C:3]2[N:4]([C:8]([C@H:20]3[CH2:25][CH2:24][C@H:23]([C:26](OC)=[O:27])[CH2:22][CH2:21]3)=[N:9][C:10]=2[C:11]2[NH:12][C:13]3[C:18]([CH:19]=2)=[CH:17][CH:16]=[CH:15][CH:14]=3)[CH:5]=[CH:6][N:7]=1.[OH-].[Na+].C(O[CH2:36][CH3:37])(=O)C, predict the reaction product. The product is: [NH2:1][C:2]1[C:3]2[N:4]([C:8]([C@H:20]3[CH2:21][CH2:22][C@H:23]([C:26]([NH:1][C:2]4[CH:3]=[N:4][CH:5]=[CH:36][CH:37]=4)=[O:27])[CH2:24][CH2:25]3)=[N:9][C:10]=2[C:11]2[NH:12][C:13]3[C:18]([CH:19]=2)=[CH:17][CH:16]=[CH:15][CH:14]=3)[CH:5]=[CH:6][N:7]=1.